Dataset: TCR-epitope binding with 47,182 pairs between 192 epitopes and 23,139 TCRs. Task: Binary Classification. Given a T-cell receptor sequence (or CDR3 region) and an epitope sequence, predict whether binding occurs between them. (1) The epitope is SEVGPEHSLAEY. The TCR CDR3 sequence is CASSKRWGTGKEKLFF. Result: 1 (the TCR binds to the epitope). (2) The epitope is TLIGDCATV. The TCR CDR3 sequence is CASSYFDEQFF. Result: 1 (the TCR binds to the epitope). (3) The epitope is TLDSKTQSL. The TCR CDR3 sequence is CAISDPDRTITDTQYF. Result: 1 (the TCR binds to the epitope). (4) The epitope is FVDGVPFVV. The TCR CDR3 sequence is CASSQDRSGAGGFYEQYF. Result: 1 (the TCR binds to the epitope). (5) The epitope is LPPIVAKEI. The TCR CDR3 sequence is CASGTGQETQYF. Result: 0 (the TCR does not bind to the epitope).